From a dataset of Reaction yield outcomes from USPTO patents with 853,638 reactions. Predict the reaction yield, written as a fraction of the theoretical maximum amount of product (1.0 means a 100% yield; for example, 0.34 means a 34% yield). (1) The reactants are [C:1]([N:5]1[C:9]([NH:10][C:11]2[C:20]3[C:15](=[CH:16][CH:17]=[CH:18][CH:19]=3)[C:14](=[O:21])[N:13]([C:22]3[CH:27]=[CH:26][C:25](Cl)=[CH:24][CH:23]=3)[N:12]=2)=[CH:8][C:7]([CH3:29])=[N:6]1)([CH3:4])([CH3:3])[CH3:2].[NH:30]1[CH2:35][CH2:34][CH2:33][CH2:32][CH2:31]1.CC([O-])(C)C.[Na+].C(P(C(C)(C)C)C1C=CC=CC=1C1C=CC=CC=1)(C)(C)C. The catalyst is C1C=CC(/C=C/C(/C=C/C2C=CC=CC=2)=O)=CC=1.C1C=CC(/C=C/C(/C=C/C2C=CC=CC=2)=O)=CC=1.C1C=CC(/C=C/C(/C=C/C2C=CC=CC=2)=O)=CC=1.[Pd].[Pd]. The product is [C:1]([N:5]1[C:9]([NH:10][C:11]2[C:20]3[C:15](=[CH:16][CH:17]=[CH:18][CH:19]=3)[C:14](=[O:21])[N:13]([C:22]3[CH:27]=[CH:26][C:25]([N:30]4[CH2:35][CH2:34][CH2:33][CH2:32][CH2:31]4)=[CH:24][CH:23]=3)[N:12]=2)=[CH:8][C:7]([CH3:29])=[N:6]1)([CH3:4])([CH3:3])[CH3:2]. The yield is 0.130. (2) The reactants are [NH2:1][C:2]1[C:13]([O:14][C:15]2[CH:20]=[CH:19][CH:18]=[C:17]([O:21]CC3C=CC=CC=3)[CH:16]=2)=[CH:12][C:5]2[N:6]([CH3:11])[C:7](=[O:10])[N:8]([CH3:9])[C:4]=2[CH:3]=1.BrB(Br)Br. The catalyst is C(Cl)Cl. The product is [NH2:1][C:2]1[C:13]([O:14][C:15]2[CH:20]=[CH:19][CH:18]=[C:17]([OH:21])[CH:16]=2)=[CH:12][C:5]2[N:6]([CH3:11])[C:7](=[O:10])[N:8]([CH3:9])[C:4]=2[CH:3]=1. The yield is 0.790. (3) The reactants are [F:1][CH2:2][C:3]1([C:17]([O:19][CH2:20][C:21]2[CH:26]=[CH:25][CH:24]=[CH:23][CH:22]=2)=[O:18])[CH2:8][CH2:7][C:6](OS(C(F)(F)F)(=O)=O)=[CH:5][CH2:4]1.[CH3:27][C:28]1([CH3:44])[C:32]([CH3:34])([CH3:33])[O:31][B:30]([B:30]2[O:31][C:32]([CH3:34])([CH3:33])[C:28]([CH3:44])([CH3:27])[O:29]2)[O:29]1. The catalyst is C1C=CC(P(C2C=CC=CC=2)[C-]2C=CC=C2)=CC=1.C1C=CC(P(C2C=CC=CC=2)[C-]2C=CC=C2)=CC=1.Cl[Pd]Cl.[Fe+2].C([O-])(=O)C.[K+].O1CCOCC1. The product is [F:1][CH2:2][C:3]1([C:17]([O:19][CH2:20][C:21]2[CH:26]=[CH:25][CH:24]=[CH:23][CH:22]=2)=[O:18])[CH2:8][CH2:7][C:6]([B:30]2[O:31][C:32]([CH3:34])([CH3:33])[C:28]([CH3:44])([CH3:27])[O:29]2)=[CH:5][CH2:4]1. The yield is 0.794. (4) The reactants are [CH2:1]([O:3][C:4](=[O:23])[C:5]([C:10]1[CH:15]=[CH:14][C:13]([N+:16]([O-])=O)=[C:12]([NH:19][CH3:20])[C:11]=1[C:21]#[N:22])([CH3:9])[C:6](=[O:8])[CH3:7])[CH3:2]. The yield is 0.770. The catalyst is CCOC(C)=O.[Pd]. The product is [CH2:1]([O:3][C:4](=[O:23])[C:5]([C:10]1[CH:15]=[CH:14][C:13]([NH2:16])=[C:12]([NH:19][CH3:20])[C:11]=1[C:21]#[N:22])([CH3:9])[C:6](=[O:8])[CH3:7])[CH3:2].